From a dataset of Peptide-MHC class I binding affinity with 185,985 pairs from IEDB/IMGT. Regression. Given a peptide amino acid sequence and an MHC pseudo amino acid sequence, predict their binding affinity value. This is MHC class I binding data. (1) The binding affinity (normalized) is 0.0466. The peptide sequence is TTYQRTRAL. The MHC is HLA-A02:02 with pseudo-sequence HLA-A02:02. (2) The peptide sequence is PYLTQYAI. The MHC is H-2-Kd with pseudo-sequence H-2-Kd. The binding affinity (normalized) is 0.112. (3) The peptide sequence is HPLSHFVNL. The MHC is HLA-A30:01 with pseudo-sequence HLA-A30:01. The binding affinity (normalized) is 0.0817. (4) The peptide sequence is HSDAVEDFL. The MHC is HLA-A02:03 with pseudo-sequence HLA-A02:03. The binding affinity (normalized) is 0.0847.